This data is from Retrosynthesis with 50K atom-mapped reactions and 10 reaction types from USPTO. The task is: Predict the reactants needed to synthesize the given product. (1) Given the product O=[N+]([O-])c1ccc(F)cc1CO, predict the reactants needed to synthesize it. The reactants are: O=C(O)c1cc(F)ccc1[N+](=O)[O-]. (2) Given the product CCOc1nc(NC(C)=O)cs1, predict the reactants needed to synthesize it. The reactants are: CC(=O)Nc1csc(Br)n1.CCO.